Dataset: Full USPTO retrosynthesis dataset with 1.9M reactions from patents (1976-2016). Task: Predict the reactants needed to synthesize the given product. (1) Given the product [C:37]([OH:44])(=[O:43])/[CH:38]=[CH:39]/[C:40]([OH:42])=[O:41].[Cl:1][C:2]1[CH:3]=[C:4]([CH:8]=[CH:9][C:10]=1[N:11]1[CH2:16][CH2:15][N:14]([C:17]2[N:18]=[CH:19][C:20]([C:23]3[CH:28]=[CH:27][CH:26]=[C:25]([CH2:29][N:30]([C:32](=[O:35])[CH2:33][NH2:34])[CH3:31])[CH:24]=3)=[CH:21][N:22]=2)[CH2:13][CH2:12]1)[C:5]([OH:7])=[O:6].[Cl:1][C:2]1[CH:3]=[C:4]([CH:8]=[CH:9][C:10]=1[N:11]1[CH2:16][CH2:15][N:14]([C:17]2[N:18]=[CH:19][C:20]([C:23]3[CH:28]=[CH:27][CH:26]=[C:25]([CH2:29][N:30]([CH3:31])[C:32](=[O:35])[CH2:33][NH2:34])[CH:24]=3)=[CH:21][N:22]=2)[CH2:13][CH2:12]1)[C:5]([OH:7])=[O:6], predict the reactants needed to synthesize it. The reactants are: [Cl:1][C:2]1[CH:3]=[C:4]([CH:8]=[CH:9][C:10]=1[N:11]1[CH2:16][CH2:15][N:14]([C:17]2[N:22]=[CH:21][C:20]([C:23]3[CH:28]=[CH:27][CH:26]=[C:25]([CH2:29][N:30]([C:32](=[O:35])[CH2:33][NH2:34])[CH3:31])[CH:24]=3)=[CH:19][N:18]=2)[CH2:13][CH2:12]1)[C:5]([OH:7])=[O:6].O.[C:37]([OH:44])(=[O:43])/[CH:38]=[CH:39]/[C:40]([OH:42])=[O:41]. (2) The reactants are: [NH2:1][CH:2](C)[CH2:3][CH2:4]C(O)=O.[CH3:9][O:10][C:11]1[CH:18]=[CH:17][C:14]([CH:15]=O)=[CH:13][CH:12]=1.[OH-].[Na+].[C:29](O[C:29]([O:31][C:32]([CH3:35])(C)C)=O)([O:31][C:32](C)(C)[CH3:35])=O.S(Cl)([Cl:38])=[O:37]. Given the product [ClH:38].[CH3:9][O:10][C:11]1[CH:18]=[CH:17][C:14]([CH2:15][NH:1][CH2:2][CH2:3][CH2:4][CH2:35][C:32]([O:31][CH3:29])=[O:37])=[CH:13][CH:12]=1, predict the reactants needed to synthesize it. (3) Given the product [C:13]([O:17][C:18](=[O:25])[C:19]1[CH:24]=[CH:23][C:22]([CH2:26][CH:37]([C:5]2[CH:6]=[CH:7][C:8]([Br:11])=[CH:9][CH:10]=2)[C:36]([O:39][CH3:40])=[O:38])=[CH:21][CH:20]=1)([CH3:16])([CH3:14])[CH3:15], predict the reactants needed to synthesize it. The reactants are: C(O[C:5]1[CH:10]=[CH:9][C:8]([Br:11])=[CH:7][C:6]=1C)(=O)C.[C:13]([O:17][C:18](=[O:25])[C:19]1[CH:24]=[CH:23][CH:22]=[CH:21][CH:20]=1)([CH3:16])([CH3:15])[CH3:14].[CH3:26][Si](C)(C)[N-][Si](C)(C)C.[Li+].[C:36]([O:39][CH2:40]C)(=[O:38])[CH3:37]. (4) Given the product [CH3:1][O:2][C:3]1[CH:4]=[C:5]2[C:10](=[CH:11][CH:12]=1)[CH:9]=[C:8]([CH:13]([CH3:17])[C:14]([O:22][CH2:21][CH2:20][N:19]([CH3:18])[C:23]1[CH:28]=[CH:27][CH:26]=[CH:25][CH:24]=1)=[O:15])[CH:7]=[CH:6]2, predict the reactants needed to synthesize it. The reactants are: [CH3:1][O:2][C:3]1[CH:4]=[C:5]2[C:10](=[CH:11][CH:12]=1)[CH:9]=[C:8]([CH:13]([CH3:17])[C:14](Cl)=[O:15])[CH:7]=[CH:6]2.[CH3:18][N:19]([C:23]1[CH:28]=[CH:27][CH:26]=[CH:25][CH:24]=1)[CH2:20][CH2:21][OH:22]. (5) Given the product [C:19]([O:18][C:16]([N:3]1[CH2:4][CH:7]([OH:25])[CH2:6]1)=[O:17])([CH3:20])([CH3:21])[CH3:22], predict the reactants needed to synthesize it. The reactants are: CC[N:3]([CH2:6][CH3:7])[CH2:4]C.[C:19]([O:18][C:16](O[C:16]([O:18][C:19]([CH3:22])([CH3:21])[CH3:20])=[O:17])=[O:17])([CH3:22])([CH3:21])[CH3:20].CC[OH:25]. (6) Given the product [O:22]=[C:20]1[C:19]2[CH:23]=[CH:24][CH:25]=[CH:26][C:18]=2[S:17][C:16]([C:14]2[N:15]=[C:10]([CH2:9][NH:8][C:32]([C:27]3[S:31][CH:30]=[CH:29][CH:28]=3)=[O:33])[CH:11]=[CH:12][CH:13]=2)=[N:21]1, predict the reactants needed to synthesize it. The reactants are: FC(F)(F)C(O)=O.[NH2:8][CH2:9][C:10]1[N:15]=[C:14]([C:16]2[S:17][C:18]3[CH:26]=[CH:25][CH:24]=[CH:23][C:19]=3[C:20](=[O:22])[N:21]=2)[CH:13]=[CH:12][CH:11]=1.[C:27]1([C:32](Cl)=[O:33])[S:31][CH:30]=[CH:29][CH:28]=1.C(OCC)(=O)C.O. (7) Given the product [C:21]([O:20][C:18]([N:25]1[CH2:28][C:27]([C:5]2[CH:4]=[N:3][C:2]([Cl:1])=[CH:7][C:6]=2[CH2:8][OH:9])([OH:29])[CH2:26]1)=[O:19])([CH3:24])([CH3:22])[CH3:23], predict the reactants needed to synthesize it. The reactants are: [Cl:1][C:2]1[CH:7]=[C:6]([CH2:8][OH:9])[C:5](I)=[CH:4][N:3]=1.C([Mg]Cl)(C)C.[Li+].[Cl-].[C:18]([N:25]1[CH2:28][C:27](=[O:29])[CH2:26]1)([O:20][C:21]([CH3:24])([CH3:23])[CH3:22])=[O:19]. (8) Given the product [Br:14][C:15]1[C:22]([N:12]2[C:11]3[CH:10]=[CH:9][CH:8]=[CH:7][C:6]=3[C:5]3[C:13]2=[CH:1][CH:2]=[CH:3][CH:4]=3)=[C:21]([N:12]2[C:11]3[CH:10]=[CH:9][CH:8]=[CH:7][C:6]=3[C:5]3[C:13]2=[CH:1][CH:2]=[CH:3][CH:4]=3)[C:18]([C:19]#[N:20])=[C:17]([N:12]2[C:11]3[CH:10]=[CH:9][CH:8]=[CH:7][C:6]=3[C:5]3[C:13]2=[CH:1][CH:2]=[CH:3][CH:4]=3)[C:16]=1[N:12]1[C:13]2[CH:1]=[CH:2][CH:3]=[CH:4][C:5]=2[C:6]2[C:11]1=[CH:10][CH:9]=[CH:8][CH:7]=2, predict the reactants needed to synthesize it. The reactants are: [CH:1]1[C:13]2[NH:12][C:11]3[C:6](=[CH:7][CH:8]=[CH:9][CH:10]=3)[C:5]=2[CH:4]=[CH:3][CH:2]=1.[Br:14][C:15]1[C:22](F)=[C:21](F)[C:18]([C:19]#[N:20])=[C:17](F)[C:16]=1F.[H-].[Na+].O.